Dataset: Catalyst prediction with 721,799 reactions and 888 catalyst types from USPTO. Task: Predict which catalyst facilitates the given reaction. (1) Reactant: [F:1][C:2]1[CH:7]=[CH:6][C:5]([S:8][CH:9]([C:20]2[C:25]([F:26])=[CH:24][CH:23]=[C:22]([F:27])[C:21]=2[F:28])[C:10]2[C:11]([CH3:19])=[CH:12][C:13]([C:16]([NH2:18])=[O:17])=[N:14][CH:15]=2)=[CH:4][CH:3]=1.ClC1C=CC=C(C(OO)=[O:37])C=1. Product: [F:1][C:2]1[CH:7]=[CH:6][C:5]([S:8]([CH:9]([C:20]2[C:25]([F:26])=[CH:24][CH:23]=[C:22]([F:27])[C:21]=2[F:28])[C:10]2[C:11]([CH3:19])=[CH:12][C:13]([C:16]([NH2:18])=[O:17])=[N:14][CH:15]=2)=[O:37])=[CH:4][CH:3]=1. The catalyst class is: 2. (2) Reactant: Cl[C:2]1[N:7]=[C:6](Cl)[N:5]=[C:4]([C:9]2[CH:14]=[CH:13][C:12]([CH:15]([CH3:17])[CH3:16])=[CH:11][CH:10]=2)[N:3]=1.O.[C:19]([C:21]1[CH:26]=[CH:25][C:24](B(O)O)=[CH:23][CH:22]=1)#[N:20].C(=O)([O-])[O-].[K+].[K+]. Product: [CH:15]([C:12]1[CH:13]=[CH:14][C:9]([C:4]2[N:5]=[C:6]([C:24]3[CH:25]=[CH:26][C:21]([C:19]#[N:20])=[CH:22][CH:23]=3)[N:7]=[C:2]([C:12]3[CH:13]=[CH:14][C:9]([C:4]#[N:3])=[CH:10][CH:11]=3)[N:3]=2)=[CH:10][CH:11]=1)([CH3:17])[CH3:16]. The catalyst class is: 564. (3) Reactant: [O:1]1[C:5]2[CH:6]=[CH:7][C:8]([C:10]3[S:11][CH:12]=[C:13]([C:15]([OH:17])=O)[N:14]=3)=[CH:9][C:4]=2[CH2:3][CH2:2]1.[N:18]1([C:24]2[S:28][C:27]([NH2:29])=[N:26][N:25]=2)[CH2:23][CH2:22][O:21][CH2:20][CH2:19]1.CN(C(ON1N=NC2C=CC=CC1=2)=[N+](C)C)C.F[P-](F)(F)(F)(F)F. Product: [O:1]1[C:5]2[CH:6]=[CH:7][C:8]([C:10]3[S:11][CH:12]=[C:13]([C:15]([NH:29][C:27]4[S:28][C:24]([N:18]5[CH2:19][CH2:20][O:21][CH2:22][CH2:23]5)=[N:25][N:26]=4)=[O:17])[N:14]=3)=[CH:9][C:4]=2[CH2:3][CH2:2]1. The catalyst class is: 17. (4) Reactant: [Cl:1][C:2]1[CH:11]=[CH:10][CH:9]=[C:8]2[C:3]=1[C:4](=[O:25])[N:5]([CH:22]1[CH2:24][CH2:23]1)[C:6]([C@@H:12]([NH:14]C(=O)OC(C)(C)C)[CH3:13])=[N:7]2.Cl. Product: [NH2:14][C@H:12]([C:6]1[N:5]([CH:22]2[CH2:24][CH2:23]2)[C:4](=[O:25])[C:3]2[C:8](=[CH:9][CH:10]=[CH:11][C:2]=2[Cl:1])[N:7]=1)[CH3:13]. The catalyst class is: 161.